From a dataset of Experimentally validated miRNA-target interactions with 360,000+ pairs, plus equal number of negative samples. Binary Classification. Given a miRNA mature sequence and a target amino acid sequence, predict their likelihood of interaction. The miRNA is mmu-miR-3094-5p with sequence UGUUGGGGACAUUUUUAAAGC. The protein sequence of the target gene is MTSLFRRSSSGSGGGGTAGARGGGGGTAAPQELNNSRPARQVRRLEFNQAMDDFKTMFPNMDYDIIECVLRANSGAVDATIDQLLQMNLEGGGSSGGVYEDSSDSEDSIPPEILERTLEPDSSDEEPPPVYSPPAYHMHVFDRPYPLAPPTPPPRIDALGSGAPTSQRRYRNWNPPLLGNLPDDFLRILPQQLDSIQGNAGGPKPGSGEGCPPAMAGPGPGDQESRWKQYLEDERIALFLQNEEFMKELQRNRDFLLALERDRLKYESQKSKSSSVAVGNDFGFSSPVPGTGDANPAVSE.... Result: 0 (no interaction).